From a dataset of Catalyst prediction with 721,799 reactions and 888 catalyst types from USPTO. Predict which catalyst facilitates the given reaction. Reactant: Br[C:2]1[CH:3]=[C:4]([Cl:21])[C:5]2[O:9][CH:8]([CH2:10][NH:11][C:12](=[O:18])[O:13][C:14]([CH3:17])([CH3:16])[CH3:15])[C:7](=[O:19])[C:6]=2[CH:20]=1.[O:22]1[CH2:27][CH2:26][N:25]([C:28]([C:30]2[CH:35]=[CH:34][C:33](B3OC(C)(C)C(C)(C)O3)=[CH:32][CH:31]=2)=[O:29])[CH2:24][CH2:23]1.C([O-])([O-])=O.[K+].[K+]. Product: [Cl:21][C:4]1[C:5]2[O:9][CH:8]([CH2:10][NH:11][C:12](=[O:18])[O:13][C:14]([CH3:17])([CH3:16])[CH3:15])[C:7](=[O:19])[C:6]=2[CH:20]=[C:2]([C:33]2[CH:32]=[CH:31][C:30]([C:28]([N:25]3[CH2:26][CH2:27][O:22][CH2:23][CH2:24]3)=[O:29])=[CH:35][CH:34]=2)[CH:3]=1. The catalyst class is: 117.